Dataset: Full USPTO retrosynthesis dataset with 1.9M reactions from patents (1976-2016). Task: Predict the reactants needed to synthesize the given product. (1) Given the product [Br:1][C:2]1[CH:7]=[CH:6][C:5]([O:8][CH:22]([F:24])[F:23])=[C:4]([O:9][CH3:10])[C:3]=1[O:11][CH2:12][O:13][CH3:14], predict the reactants needed to synthesize it. The reactants are: [Br:1][C:2]1[CH:7]=[CH:6][C:5]([OH:8])=[C:4]([O:9][CH3:10])[C:3]=1[O:11][CH2:12][O:13][CH3:14].C(=O)([O-])[O-].[K+].[K+].Cl[CH:22]([F:24])[F:23]. (2) Given the product [OH:1][C@H:2]1[C@H:6]2[O:7][CH2:8][C@@H:9]([O:10][C:11]3[NH:39][C:14]4=[N:15][C:16]([C:20]5[CH:25]=[CH:24][C:23]([C:26]6[CH:27]=[CH:28][C:29]([N:32]=[S:33]([CH3:38])([N:35]([CH3:36])[CH3:37])=[O:34])=[CH:30][CH:31]=6)=[CH:22][CH:21]=5)=[C:17]([Cl:19])[CH:18]=[C:13]4[N:12]=3)[C@H:5]2[O:4][CH2:3]1, predict the reactants needed to synthesize it. The reactants are: [OH:1][C@H:2]1[C@H:6]2[O:7][CH2:8][C@@H:9]([O:10][C:11]3[N:39](COCC[Si](C)(C)C)[C:14]4=[N:15][C:16]([C:20]5[CH:25]=[CH:24][C:23]([C:26]6[CH:31]=[CH:30][C:29]([N:32]=[S:33]([CH3:38])([N:35]([CH3:37])[CH3:36])=[O:34])=[CH:28][CH:27]=6)=[CH:22][CH:21]=5)=[C:17]([Cl:19])[CH:18]=[C:13]4[N:12]=3)[C@H:5]2[O:4][CH2:3]1.OS([O-])(=O)=O.[K+].[OH-].[Na+].Cl.